Dataset: Full USPTO retrosynthesis dataset with 1.9M reactions from patents (1976-2016). Task: Predict the reactants needed to synthesize the given product. (1) Given the product [Cl:3]/[C:15](/[C:8]1[C:9]2[C:10](=[N:11][CH:12]=[CH:13][CH:14]=2)[NH:6][CH:7]=1)=[CH:16]/[CH:19]=[O:21], predict the reactants needed to synthesize it. The reactants are: P(Cl)(Cl)([Cl:3])=O.[NH:6]1[C:10]2=[N:11][CH:12]=[CH:13][CH:14]=[C:9]2[C:8]([C:15](=O)[CH3:16])=[CH:7]1.C[C:19]([O-:21])=O.[Na+]. (2) Given the product [Br:1][C:2]1[CH:10]=[CH:9][C:5]([C:6]([Cl:14])=[O:7])=[CH:4][C:3]=1[CH3:11], predict the reactants needed to synthesize it. The reactants are: [Br:1][C:2]1[CH:10]=[CH:9][C:5]([C:6](O)=[O:7])=[CH:4][C:3]=1[CH3:11].S(Cl)([Cl:14])=O. (3) Given the product [CH3:46][C:30]([N:32]1[CH:36]=[C:35]([C:2]2[CH:25]=[CH:24][C:5]3[C:6]4[N:7]=[C:8]([C:14]5[N:15]([CH2:19][C:20]([F:22])([F:23])[F:21])[N:16]=[CH:17][N:18]=5)[S:9][C:10]=4[CH2:11][CH2:12][O:13][C:4]=3[CH:3]=2)[CH:34]=[N:33]1)([CH3:31])[C:29]([OH:47])=[O:28], predict the reactants needed to synthesize it. The reactants are: Br[C:2]1[CH:25]=[CH:24][C:5]2[C:6]3[N:7]=[C:8]([C:14]4[N:15]([CH2:19][C:20]([F:23])([F:22])[F:21])[N:16]=[CH:17][N:18]=4)[S:9][C:10]=3[CH2:11][CH2:12][O:13][C:4]=2[CH:3]=1.C([O:28][C:29](=[O:47])[C:30]([CH3:46])([N:32]1[CH:36]=[C:35](B2OC(C)(C)C(C)(C)O2)[CH:34]=[N:33]1)[CH3:31])C. (4) Given the product [CH3:38][O:1][C:2]1[C:10]2[N:9]=[C:8]([CH2:11][O:12][C:13]3[CH:14]=[CH:15][C:16]([Cl:19])=[CH:17][CH:18]=3)[N:7]([CH2:20][CH2:21][CH2:22][CH:23]3[CH2:24][CH2:25][N:26]([C:29]([O:31][C:32]([CH3:35])([CH3:34])[CH3:33])=[O:30])[CH2:27][CH2:28]3)[C:6]=2[CH:5]=[CH:4][CH:3]=1, predict the reactants needed to synthesize it. The reactants are: [OH:1][C:2]1[C:10]2[N:9]=[C:8]([CH2:11][O:12][C:13]3[CH:18]=[CH:17][C:16]([Cl:19])=[CH:15][CH:14]=3)[N:7]([CH2:20][CH2:21][CH2:22][CH:23]3[CH2:28][CH2:27][N:26]([C:29]([O:31][C:32]([CH3:35])([CH3:34])[CH3:33])=[O:30])[CH2:25][CH2:24]3)[C:6]=2[CH:5]=[CH:4][CH:3]=1.[H-].[Na+].[CH3:38]I. (5) Given the product [CH3:1][C@@H:2]1[NH:3][CH2:4][CH2:5][N:6]([C:8]([C:9]2[CH:14]=[CH:13][CH:12]=[CH:11][CH:10]=2)([C:21]2[CH:22]=[CH:23][CH:24]=[CH:25][CH:26]=2)[C:15]2[CH:16]=[CH:17][CH:18]=[CH:19][CH:20]=2)[CH2:7]1, predict the reactants needed to synthesize it. The reactants are: [CH3:1][C@H:2]1[CH2:7][NH:6][CH2:5][CH2:4][NH:3]1.[C:8](Cl)([C:21]1[CH:26]=[CH:25][CH:24]=[CH:23][CH:22]=1)([C:15]1[CH:20]=[CH:19][CH:18]=[CH:17][CH:16]=1)[C:9]1[CH:14]=[CH:13][CH:12]=[CH:11][CH:10]=1.